Dataset: Forward reaction prediction with 1.9M reactions from USPTO patents (1976-2016). Task: Predict the product of the given reaction. Given the reactants [Cl:1][C:2]1[CH:7]=[CH:6][C:5]([N:8]([C@H:12]2[C:21]3[C:16](=[CH:17][CH:18]=[CH:19][CH:20]=3)[N:15]([C:22](=[O:30])[C:23]3[CH:28]=[CH:27][C:26]([OH:29])=[CH:25][CH:24]=3)[C@@H:14]([CH3:31])[CH2:13]2)[C:9](=[O:11])[CH3:10])=[CH:4][CH:3]=1.C([O-])([O-])=O.[K+].[K+].Br[CH2:39][CH2:40][CH2:41][N:42]1[CH2:46][CH2:45][CH2:44][CH2:43]1, predict the reaction product. The product is: [Cl:1][C:2]1[CH:3]=[CH:4][C:5]([N:8]([C@H:12]2[C:21]3[C:16](=[CH:17][CH:18]=[CH:19][CH:20]=3)[N:15]([C:22](=[O:30])[C:23]3[CH:24]=[CH:25][C:26]([O:29][CH2:39][CH2:40][CH2:41][N:42]4[CH2:46][CH2:45][CH2:44][CH2:43]4)=[CH:27][CH:28]=3)[C@@H:14]([CH3:31])[CH2:13]2)[C:9](=[O:11])[CH3:10])=[CH:6][CH:7]=1.